From a dataset of Full USPTO retrosynthesis dataset with 1.9M reactions from patents (1976-2016). Predict the reactants needed to synthesize the given product. (1) Given the product [CH2:1]([N+:5]1[CH:9]=[CH:8][N:7]([CH3:10])[C:6]=1[CH3:11])[CH2:2][CH2:3][CH3:4].[F:12][C:13]([F:18])([F:17])[C:14]([O-:16])=[O:15], predict the reactants needed to synthesize it. The reactants are: [CH2:1]([N:5]1[CH2:9][CH2:8][N:7]([CH3:10])[C:6]1=[CH2:11])[CH2:2][CH2:3][CH3:4].[F:12][C:13]([F:18])([F:17])[C:14]([OH:16])=[O:15]. (2) Given the product [C:51]([O:50][C@@H:45]([C:29]1[C:30]([CH3:44])=[CH:31][C:32]2[N:33]([CH:34]=[C:35]([C:37]3[CH:38]=[CH:39][CH:40]=[C:41]([C:5]4[CH:6]=[C:7]([F:8])[C:2]([F:1])=[CH:3][C:4]=4[O:12][C@H:13]([CH2:15][CH:16]=[CH2:17])[CH3:14])[CH:42]=3)[N:36]=2)[C:28]=1[N:25]1[CH2:24][CH2:23][C:22]([CH3:55])([O:21][CH2:18][CH:19]=[CH2:20])[CH2:27][CH2:26]1)[C:46]([O:48][CH3:49])=[O:47])([CH3:52])([CH3:53])[CH3:54], predict the reactants needed to synthesize it. The reactants are: [F:1][C:2]1[C:7]([F:8])=[CH:6][C:5](B(O)O)=[C:4]([O:12][C@H:13]([CH2:15][CH:16]=[CH2:17])[CH3:14])[CH:3]=1.[CH2:18]([O:21][C:22]1([CH3:55])[CH2:27][CH2:26][N:25]([C:28]2[N:33]3[CH:34]=[C:35]([C:37]4[CH:42]=[CH:41][CH:40]=[C:39](Br)[CH:38]=4)[N:36]=[C:32]3[CH:31]=[C:30]([CH3:44])[C:29]=2[C@H:45]([O:50][C:51]([CH3:54])([CH3:53])[CH3:52])[C:46]([O:48][CH3:49])=[O:47])[CH2:24][CH2:23]1)[CH:19]=[CH2:20].C(OC1(C)CCN(C2N3C=C(C4C=C(C5C=CC(F)=CC=5O[C@H](CC=C)C)C=CC=4)N=C3C=C(C)C=2[C@H](OC(C)(C)C)C(OC)=O)CC1)C=C.